Task: Binary Classification. Given a T-cell receptor sequence (or CDR3 region) and an epitope sequence, predict whether binding occurs between them.. Dataset: TCR-epitope binding with 47,182 pairs between 192 epitopes and 23,139 TCRs (1) The epitope is TLDSKTQSL. The TCR CDR3 sequence is CASSSPDRVLARDNEQFF. Result: 1 (the TCR binds to the epitope). (2) The epitope is ARMILMTHF. The TCR CDR3 sequence is CASSSPRVQETQYF. Result: 0 (the TCR does not bind to the epitope). (3) The epitope is RLRAEAQVK. The TCR CDR3 sequence is CASGYEKLFF. Result: 1 (the TCR binds to the epitope). (4) The epitope is KLSYGIATV. The TCR CDR3 sequence is CASSSTPTGFNEKLFF. Result: 1 (the TCR binds to the epitope).